This data is from Forward reaction prediction with 1.9M reactions from USPTO patents (1976-2016). The task is: Predict the product of the given reaction. (1) Given the reactants [Br:1][C:2]1[CH:3]=[C:4]([F:11])[C:5]([OH:10])=[C:6]([CH:9]=1)[CH:7]=[O:8].[CH2:12](Br)[C:13]1[CH:18]=[CH:17][CH:16]=[CH:15][CH:14]=1.C(=O)([O-])[O-].[Cs+].[Cs+], predict the reaction product. The product is: [CH2:12]([O:10][C:5]1[C:4]([F:11])=[CH:3][C:2]([Br:1])=[CH:9][C:6]=1[CH:7]=[O:8])[C:13]1[CH:18]=[CH:17][CH:16]=[CH:15][CH:14]=1. (2) Given the reactants [Cl:1][C:2]1[CH:3]=[C:4]([CH:9]2[CH2:13][N:12]([C:14]([CH:16]3[CH2:21][CH2:20][NH:19][CH2:18][CH2:17]3)=[O:15])[CH2:11][CH:10]2[N:22]([CH3:37])[C:23](=[O:36])[C:24]2[CH:29]=[CH:28][C:27]([O:30][CH3:31])=[C:26]([C:32]([F:35])([F:34])[F:33])[CH:25]=2)[CH:5]=[CH:6][C:7]=1[Cl:8].Br[CH2:39][CH2:40][C:41]#[N:42].C(=O)([O-])[O-].[Na+].[Na+], predict the reaction product. The product is: [C:41]([CH2:40][CH2:39][N:19]1[CH2:20][CH2:21][CH:16]([C:14]([N:12]2[CH2:13][CH:9]([C:4]3[CH:5]=[CH:6][C:7]([Cl:8])=[C:2]([Cl:1])[CH:3]=3)[CH:10]([N:22]([CH3:37])[C:23](=[O:36])[C:24]3[CH:29]=[CH:28][C:27]([O:30][CH3:31])=[C:26]([C:32]([F:33])([F:34])[F:35])[CH:25]=3)[CH2:11]2)=[O:15])[CH2:17][CH2:18]1)#[N:42]. (3) The product is: [CH3:40][C:41]1[C:45]([C:2]2[C:10]3[C:5](=[N:6][CH:7]=[C:8]([C:11]4[CH:16]=[CH:15][C:14]([N:17]5[CH2:22][CH2:21][N:20]([C:23]([O:25][C:26]([CH3:29])([CH3:28])[CH3:27])=[O:24])[CH2:19][CH2:18]5)=[CH:13][CH:12]=4)[CH:9]=3)[N:4]([S:30]([C:33]3[CH:39]=[CH:38][C:36]([CH3:37])=[CH:35][CH:34]=3)(=[O:32])=[O:31])[CH:3]=2)=[C:44]([CH3:55])[N:43]([CH2:56][C:57]2[CH:62]=[CH:61][CH:60]=[C:59]([CH3:63])[CH:58]=2)[N:42]=1. Given the reactants I[C:2]1[C:10]2[C:5](=[N:6][CH:7]=[C:8]([C:11]3[CH:16]=[CH:15][C:14]([N:17]4[CH2:22][CH2:21][N:20]([C:23]([O:25][C:26]([CH3:29])([CH3:28])[CH3:27])=[O:24])[CH2:19][CH2:18]4)=[CH:13][CH:12]=3)[CH:9]=2)[N:4]([S:30]([C:33]2[CH:39]=[CH:38][C:36]([CH3:37])=[CH:35][CH:34]=2)(=[O:32])=[O:31])[CH:3]=1.[CH3:40][C:41]1[C:45](B2OC(C)(C)C(C)(C)O2)=[C:44]([CH3:55])[N:43]([CH2:56][C:57]2[CH:62]=[CH:61][CH:60]=[C:59]([CH3:63])[CH:58]=2)[N:42]=1.C(=O)([O-])[O-].[Na+].[Na+], predict the reaction product. (4) Given the reactants [Cl:1][C:2]1[CH:7]=[CH:6][C:5]([NH:8][S:9]([C:12]2[CH:17]=[CH:16][C:15]([C:18]([CH3:22])([CH3:21])[CH2:19]C)=[CH:14][CH:13]=2)(=[O:11])=[O:10])=[C:4]([N:23]2[C:31]3[C:26](=NC=CC=3)[N:25]=[N:24]2)[CH:3]=1.[NH3:32].C[CH2:34][OH:35], predict the reaction product. The product is: [C:18]([C:15]1[CH:16]=[CH:17][C:12]([S:9]([NH:8][C:5]2[CH:6]=[CH:7][C:2]([Cl:1])=[CH:3][C:4]=2[N:23]2[CH:31]=[C:26]([C:34]([NH2:32])=[O:35])[N:25]=[N:24]2)(=[O:11])=[O:10])=[CH:13][CH:14]=1)([CH3:19])([CH3:21])[CH3:22].